The task is: Predict the reactants needed to synthesize the given product.. This data is from Full USPTO retrosynthesis dataset with 1.9M reactions from patents (1976-2016). (1) Given the product [F:25][C:8]1[CH:7]=[C:6]([C@H:2]([OH:1])[C@@H:3]([OH:5])[CH3:4])[CH:11]=[N:10][C:9]=1[N:12]1[CH2:13][CH2:14][NH:15][CH2:16][CH2:17]1, predict the reactants needed to synthesize it. The reactants are: [OH:1][C@@H:2]([C:6]1[CH:7]=[C:8]([F:25])[C:9]([N:12]2[CH2:17][CH2:16][N:15](C(OC(C)(C)C)=O)[CH2:14][CH2:13]2)=[N:10][CH:11]=1)[C@@H:3]([OH:5])[CH3:4].Cl.O1CCOCC1.C(OCC)C. (2) Given the product [Cl:38][C:39]1[CH:40]=[C:41]([CH:42]=[CH:43][C:44]=1[O:45][CH2:46][C:10]1[CH:11]=[CH:12][CH:13]=[CH:14][N:15]=1)[NH:53][C:54]1[C:63]2[C:58](=[CH:59][CH:60]=[CH:61][C:62]=2[O:64][CH2:65][CH2:66][N:67]([CH3:68])[C:34](=[O:36])[CH3:35])[N:57]=[CH:56][N:55]=1, predict the reactants needed to synthesize it. The reactants are: CN(C(ON1N=N[C:11]2[CH:12]=[CH:13][CH:14]=[N:15][C:10]1=2)=[N+](C)C)C.F[P-](F)(F)(F)(F)F.C(N(C(C)C)CC)(C)C.[C:34](O)(=[O:36])[CH3:35].[Cl:38][C:39]1[CH:40]=[C:41]([NH:53][C:54]2[C:63]3[C:58](=[CH:59][CH:60]=[CH:61][C:62]=3[O:64][CH2:65][CH2:66][NH:67][CH3:68])[N:57]=[CH:56][N:55]=2)[CH:42]=[CH:43][C:44]=1[O:45][CH2:46]C1C=CC=CN=1.